Dataset: Catalyst prediction with 721,799 reactions and 888 catalyst types from USPTO. Task: Predict which catalyst facilitates the given reaction. Reactant: [H-].[Na+].[CH:3]([OH:6])([CH3:5])[CH3:4].Cl[C:8]1[C:13]([Cl:14])=[CH:12][CH:11]=[CH:10][N:9]=1. Product: [Cl:14][C:13]1[C:8]([O:6][CH:3]([CH3:5])[CH3:4])=[N:9][CH:10]=[CH:11][CH:12]=1. The catalyst class is: 1.